From a dataset of Forward reaction prediction with 1.9M reactions from USPTO patents (1976-2016). Predict the product of the given reaction. (1) The product is: [C:12]([C:11]1[C:3]([C:2]([F:14])([F:1])[F:15])=[C:4]2[C:8](=[CH:9][CH:10]=1)[N:7]([CH:17]([CH3:22])[C:18]([O:20][CH3:21])=[O:19])[CH:6]=[CH:5]2)#[N:13]. Given the reactants [F:1][C:2]([F:15])([F:14])[C:3]1[C:11]([C:12]#[N:13])=[CH:10][CH:9]=[C:8]2[C:4]=1[CH:5]=[CH:6][NH:7]2.Br[CH:17]([CH3:22])[C:18]([O:20][CH3:21])=[O:19], predict the reaction product. (2) The product is: [CH:15]1([C:16]([C:10]2[O:11][C:7]([C:2]3[CH:3]=[CH:4][CH:5]=[CH:6][N:1]=3)=[CH:8][N:9]=2)=[O:17])[CH2:13][CH2:14]1. Given the reactants [N:1]1[CH:6]=[CH:5][CH:4]=[CH:3][C:2]=1[C:7]1[O:11][CH:10]=[N:9][CH:8]=1.Br[CH2:13][CH2:14][CH2:15][C:16](Cl)=[O:17], predict the reaction product.